Dataset: Full USPTO retrosynthesis dataset with 1.9M reactions from patents (1976-2016). Task: Predict the reactants needed to synthesize the given product. (1) Given the product [C:28]([O:12][CH2:11][C@H:9]1[O:10][C@@H:2]([O:1][C:13]2[CH:18]=[CH:17][CH:16]=[CH:15][C:14]=2[CH2:19][C:20]2[CH:21]=[CH:22][C:23]([O:26][CH3:27])=[CH:24][CH:25]=2)[C@H:3]([OH:4])[C@@H:5]([OH:6])[C@@H:7]1[OH:8])(=[O:34])[CH2:29][CH2:30][CH2:31][CH2:32][CH3:33], predict the reactants needed to synthesize it. The reactants are: [O:1]([C:13]1[CH:18]=[CH:17][CH:16]=[CH:15][C:14]=1[CH2:19][C:20]1[CH:25]=[CH:24][C:23]([O:26][CH3:27])=[CH:22][CH:21]=1)[C@@H:2]1[O:10][C@H:9]([CH2:11][OH:12])[C@@H:7]([OH:8])[C@H:5]([OH:6])[C@H:3]1[OH:4].[C:28](Cl)(=[O:34])[CH2:29][CH2:30][CH2:31][CH2:32][CH3:33].C(O)(=O)CC(CC(O)=O)(C(O)=O)O. (2) Given the product [CH3:1][C:2]1[C:3]([C:21]([O:23][CH2:24][CH3:25])=[O:22])=[C:4]2[CH:9]=[CH:8][CH:7]=[N:6][N:5]2[C:10]=1[CH:11]([C:13]1[C:14](=[O:20])[N:15]([CH3:19])[CH:16]=[CH:17][CH:18]=1)[CH3:12], predict the reactants needed to synthesize it. The reactants are: [CH3:1][C:2]1[C:3]([C:21]([O:23][CH2:24][CH3:25])=[O:22])=[C:4]2[CH:9]=[CH:8][CH:7]=[N:6][N:5]2[C:10]=1[C:11]([C:13]1[C:14](=[O:20])[N:15]([CH3:19])[CH:16]=[CH:17][CH:18]=1)=[CH2:12]. (3) Given the product [I:41][CH2:2][C:3]1[CH:4]=[C:5]([NH:9][C:10](=[O:16])[O:11][C:12]([CH3:15])([CH3:14])[CH3:13])[CH:6]=[CH:7][CH:8]=1, predict the reactants needed to synthesize it. The reactants are: O[CH2:2][C:3]1[CH:4]=[C:5]([NH:9][C:10](=[O:16])[O:11][C:12]([CH3:15])([CH3:14])[CH3:13])[CH:6]=[CH:7][CH:8]=1.C1(P(C2C=CC=CC=2)C2C=CC=CC=2)C=CC=CC=1.N1C=CN=C1.[I:41]I. (4) Given the product [CH:8]([O:11][C:12]([N:14]1[CH2:19][CH2:18][CH:17]([CH2:20][CH2:21][CH2:22][O:23][C:24]2[CH:29]=[CH:28][C:27]([C:30]3[O:3][N:4]=[C:5]([CH3:6])[N:7]=3)=[C:26]([F:34])[CH:25]=2)[CH2:16][CH2:15]1)=[O:13])([CH3:9])[CH3:10], predict the reactants needed to synthesize it. The reactants are: [H-].[Na+].[OH:3][NH:4][C:5](=[NH:7])[CH3:6].[CH:8]([O:11][C:12]([N:14]1[CH2:19][CH2:18][CH:17]([CH2:20][CH2:21][CH2:22][O:23][C:24]2[CH:29]=[CH:28][C:27]([C:30](OC)=O)=[C:26]([F:34])[CH:25]=2)[CH2:16][CH2:15]1)=[O:13])([CH3:10])[CH3:9].